From a dataset of NCI-60 drug combinations with 297,098 pairs across 59 cell lines. Regression. Given two drug SMILES strings and cell line genomic features, predict the synergy score measuring deviation from expected non-interaction effect. (1) Drug 1: CNC(=O)C1=CC=CC=C1SC2=CC3=C(C=C2)C(=NN3)C=CC4=CC=CC=N4. Drug 2: CC12CCC(CC1=CCC3C2CCC4(C3CC=C4C5=CN=CC=C5)C)O. Cell line: RPMI-8226. Synergy scores: CSS=17.8, Synergy_ZIP=3.65, Synergy_Bliss=4.73, Synergy_Loewe=-2.47, Synergy_HSA=0.560. (2) Drug 1: CC1=CC2C(CCC3(C2CCC3(C(=O)C)OC(=O)C)C)C4(C1=CC(=O)CC4)C. Drug 2: CC1=C(C=C(C=C1)NC(=O)C2=CC=C(C=C2)CN3CCN(CC3)C)NC4=NC=CC(=N4)C5=CN=CC=C5. Cell line: TK-10. Synergy scores: CSS=-5.19, Synergy_ZIP=4.58, Synergy_Bliss=3.19, Synergy_Loewe=-1.23, Synergy_HSA=-2.53. (3) Drug 1: CCCCCOC(=O)NC1=NC(=O)N(C=C1F)C2C(C(C(O2)C)O)O. Drug 2: CC1CCC2CC(C(=CC=CC=CC(CC(C(=O)C(C(C(=CC(C(=O)CC(OC(=O)C3CCCCN3C(=O)C(=O)C1(O2)O)C(C)CC4CCC(C(C4)OC)O)C)C)O)OC)C)C)C)OC. Cell line: HL-60(TB). Synergy scores: CSS=17.8, Synergy_ZIP=-3.81, Synergy_Bliss=-1.76, Synergy_Loewe=8.67, Synergy_HSA=1.57. (4) Drug 1: C1=CC(=CC=C1CCCC(=O)O)N(CCCl)CCCl. Drug 2: C1=NC2=C(N=C(N=C2N1C3C(C(C(O3)CO)O)O)F)N. Cell line: UO-31. Synergy scores: CSS=12.0, Synergy_ZIP=-5.62, Synergy_Bliss=-0.0766, Synergy_Loewe=-0.724, Synergy_HSA=-0.127. (5) Drug 1: CN1C(=O)N2C=NC(=C2N=N1)C(=O)N. Drug 2: CCCCCOC(=O)NC1=NC(=O)N(C=C1F)C2C(C(C(O2)C)O)O. Cell line: PC-3. Synergy scores: CSS=-2.41, Synergy_ZIP=0.884, Synergy_Bliss=-0.532, Synergy_Loewe=-4.18, Synergy_HSA=-4.16. (6) Drug 1: CC1=CC2C(CCC3(C2CCC3(C(=O)C)OC(=O)C)C)C4(C1=CC(=O)CC4)C. Drug 2: C1=C(C(=O)NC(=O)N1)F. Cell line: SK-MEL-28. Synergy scores: CSS=35.3, Synergy_ZIP=9.61, Synergy_Bliss=10.7, Synergy_Loewe=2.49, Synergy_HSA=7.66. (7) Drug 1: CCC1(CC2CC(C3=C(CCN(C2)C1)C4=CC=CC=C4N3)(C5=C(C=C6C(=C5)C78CCN9C7C(C=CC9)(C(C(C8N6C)(C(=O)OC)O)OC(=O)C)CC)OC)C(=O)OC)O.OS(=O)(=O)O. Drug 2: C#CCC(CC1=CN=C2C(=N1)C(=NC(=N2)N)N)C3=CC=C(C=C3)C(=O)NC(CCC(=O)O)C(=O)O. Cell line: SW-620. Synergy scores: CSS=-2.67, Synergy_ZIP=0.431, Synergy_Bliss=-0.213, Synergy_Loewe=-3.40, Synergy_HSA=-1.93. (8) Drug 1: CC(C1=C(C=CC(=C1Cl)F)Cl)OC2=C(N=CC(=C2)C3=CN(N=C3)C4CCNCC4)N. Drug 2: CN(CCCl)CCCl.Cl. Cell line: NCI-H522. Synergy scores: CSS=9.42, Synergy_ZIP=-1.80, Synergy_Bliss=0.136, Synergy_Loewe=-4.33, Synergy_HSA=-0.470.